This data is from Forward reaction prediction with 1.9M reactions from USPTO patents (1976-2016). The task is: Predict the product of the given reaction. (1) Given the reactants Br[C:2]1[S:3][C:4]([S:17](=[O:26])(=[O:25])[NH:18][CH2:19][CH2:20][CH2:21][N:22]([CH3:24])[CH3:23])=[CH:5][C:6]=1[C:7]1[S:11][C:10]([NH:12][C:13](=[O:15])[CH3:14])=[N:9][C:8]=1[CH3:16].C([Li])CCC, predict the reaction product. The product is: [CH3:24][N:22]([CH3:23])[CH2:21][CH2:20][CH2:19][NH:18][S:17]([C:4]1[S:3][CH:2]=[C:6]([C:7]2[S:11][C:10]([NH:12][C:13](=[O:15])[CH3:14])=[N:9][C:8]=2[CH3:16])[CH:5]=1)(=[O:26])=[O:25]. (2) The product is: [CH:34]([N:29]1[C:28]([C:22]2[N:21]=[C:20]3[N:24]([CH2:25][CH2:26][O:27][C:18]4[CH:17]=[C:16]([O:15][C:11]([CH3:14])([CH2:10][CH2:9][OH:8])[CH2:12][OH:13])[CH:38]=[CH:37][C:19]=43)[CH:23]=2)=[N:32][C:31]([CH3:33])=[N:30]1)([CH3:36])[CH3:35]. Given the reactants C([O:8][CH2:9][CH2:10][C:11]([O:15][C:16]1[CH:38]=[CH:37][C:19]2[C:20]3[N:24]([CH2:25][CH2:26][O:27][C:18]=2[CH:17]=1)[CH:23]=[C:22]([C:28]1[N:29]([CH:34]([CH3:36])[CH3:35])[N:30]=[C:31]([CH3:33])[N:32]=1)[N:21]=3)([CH3:14])[CH2:12][OH:13])C1C=CC=CC=1, predict the reaction product. (3) The product is: [Cl:11][CH2:12][C:13]1[N:10]=[C:8]([C:5]2[CH:6]=[CH:7][C:2]([Cl:1])=[CH:3][CH:4]=2)[O:9][CH:15]=1. Given the reactants [Cl:1][C:2]1[CH:7]=[CH:6][C:5]([C:8]([NH2:10])=[O:9])=[CH:4][CH:3]=1.[Cl:11][CH2:12][C:13]([CH2:15]Cl)=O, predict the reaction product. (4) Given the reactants [CH3:1][O:2][C:3](=[O:25])[C@@H:4]([NH:9][C:10](=[O:24])[C:11]1[CH:16]=[CH:15][C:14]([N:17]2[CH2:22][CH2:21][C:20](=O)[CH2:19][CH2:18]2)=[CH:13][CH:12]=1)[CH2:5][CH:6]([CH3:8])[CH3:7].[NH2:26][CH2:27][C@@H:28]([C:30]1[CH:31]=[CH:32][C:33]([OH:41])=[C:34]([NH:36][S:37]([CH3:40])(=[O:39])=[O:38])[CH:35]=1)[OH:29], predict the reaction product. The product is: [CH3:1][O:2][C:3](=[O:25])[C@@H:4]([NH:9][C:10](=[O:24])[C:11]1[CH:16]=[CH:15][C:14]([N:17]2[CH2:22][CH2:21][CH:20]([NH:26][CH2:27][CH:28]([OH:29])[C:30]3[CH:31]=[CH:32][C:33]([OH:41])=[C:34]([NH:36][S:37]([CH3:40])(=[O:39])=[O:38])[CH:35]=3)[CH2:19][CH2:18]2)=[CH:13][CH:12]=1)[CH2:5][CH:6]([CH3:8])[CH3:7]. (5) Given the reactants Br[C:2]1[C:3](=[O:16])[N:4]([C@@H:9]([CH:13]2[CH2:15][CH2:14]2)COC)[CH:5]=[C:6]([Br:8])[N:7]=1.[F:17][CH:18]([F:29])[O:19][C:20]1[N:25]=[C:24]([CH3:26])[C:23]([NH2:27])=[CH:22][C:21]=1[CH3:28].[CH3:30][Si]([N-][Si](C)(C)C)(C)C.[Na+].C1C[O:43][CH2:42]C1, predict the reaction product. The product is: [Br:8][C:6]1[N:7]=[C:2]([NH:27][C:23]2[C:24]([CH3:26])=[N:25][C:20]([O:19][CH:18]([F:17])[F:29])=[C:21]([CH3:28])[CH:22]=2)[C:3](=[O:16])[N:4]([CH2:9][C@H:13]([CH:15]2[CH2:14][CH2:30]2)[O:43][CH3:42])[CH:5]=1. (6) Given the reactants B(O)(O)[C:2]1[CH:7]=[CH:6][N:5]=[CH:4][CH:3]=1.[Cl:10][C:11]1[CH:12]=[CH:13][C:14]2[N:20](Cl)[C:19]3[CH:22]=[CH:23][CH:24]=[CH:25][C:18]=3[CH:17]=[N:16][C:15]=2[CH:26]=1, predict the reaction product. The product is: [Cl:10][C:11]1[CH:12]=[CH:13][C:14]2[NH:20][C:19]3[CH:22]=[CH:23][CH:24]=[CH:25][C:18]=3[C:17]([C:2]3[CH:7]=[CH:6][N:5]=[CH:4][CH:3]=3)=[N:16][C:15]=2[CH:26]=1. (7) Given the reactants [Br:1][C:2]1[CH:7]=[CH:6][C:5]([F:8])=[CH:4][C:3]=1[CH3:9].F[B-](F)(F)F.[O:15]=[N+:16]=[O:17], predict the reaction product. The product is: [Br:1][C:2]1[CH:7]=[C:6]([N+:16]([O-:17])=[O:15])[C:5]([F:8])=[CH:4][C:3]=1[CH3:9].